Task: Predict the reaction yield, written as a fraction of the theoretical maximum amount of product (1.0 means a 100% yield; for example, 0.34 means a 34% yield).. Dataset: Reaction yield outcomes from USPTO patents with 853,638 reactions The reactants are [Br:1][C:2]1[C:3]2[N:18]([CH2:19][CH3:20])[C:17]([CH2:21][C:22]#[N:23])=[N:16][C:4]=2[CH:5]=[N:6][C:7]=1[O:8][C:9]1[CH:14]=[CH:13][C:12]([F:15])=[CH:11][CH:10]=1.Cl.[N:25]([O-:27])=O.[Na+].CC[N:31](CC)CC. The catalyst is CO.O1CCOCC1.O. The product is [Br:1][C:2]1[C:3]2[N:18]([CH2:19][CH3:20])[C:17]([C:21]3[C:22]([NH2:31])=[N:23][O:27][N:25]=3)=[N:16][C:4]=2[CH:5]=[N:6][C:7]=1[O:8][C:9]1[CH:14]=[CH:13][C:12]([F:15])=[CH:11][CH:10]=1. The yield is 0.520.